This data is from Catalyst prediction with 721,799 reactions and 888 catalyst types from USPTO. The task is: Predict which catalyst facilitates the given reaction. (1) Reactant: Cl[C:2]([O:4][CH3:5])=[O:3].[NH2:6][CH2:7][C@H:8]1[O:12][C:11](=[O:13])[N:10]([C:14]2[CH:15]=[C:16]3[C:20](=[CH:21][CH:22]=2)[N:19]([CH2:23][CH2:24][F:25])[C:18](=[O:26])[CH2:17]3)[CH2:9]1.C(N(C(C)C)CC)(C)C. Product: [CH3:5][O:4][C:2](=[O:3])[NH:6][CH2:7][C@@H:8]1[O:12][C:11](=[O:13])[N:10]([C:14]2[CH:15]=[C:16]3[C:20](=[CH:21][CH:22]=2)[N:19]([CH2:23][CH2:24][F:25])[C:18](=[O:26])[CH2:17]3)[CH2:9]1. The catalyst class is: 4. (2) Reactant: [CH:1]1[CH:6]=[CH:5][C:4]([C@H:7]2[NH:12][C:10](=[O:11])[O:9][C@H:8]2[C:13]2[CH:18]=[CH:17][CH:16]=[CH:15][CH:14]=2)=[CH:3][CH:2]=1.C([Li])CCC.CCCCCC.[C:30](Cl)(=[O:32])[CH3:31]. Product: [C:30]([N:12]1[C@H:7]([C:4]2[CH:3]=[CH:2][CH:1]=[CH:6][CH:5]=2)[C@H:8]([C:13]2[CH:18]=[CH:17][CH:16]=[CH:15][CH:14]=2)[O:9][C:10]1=[O:11])(=[O:32])[CH3:31]. The catalyst class is: 20.